This data is from Full USPTO retrosynthesis dataset with 1.9M reactions from patents (1976-2016). The task is: Predict the reactants needed to synthesize the given product. (1) Given the product [ClH:28].[ClH:1].[C:20]([NH:19][C:23]1[CH:30]=[CH:29][C:26]([CH2:27][N:16]2[CH2:15][CH2:14][N:13]([CH2:12][CH2:11][C:3](=[O:10])[C:4]3[CH:9]=[CH:8][CH:7]=[CH:6][CH:5]=3)[CH2:18][CH2:17]2)=[CH:25][CH:24]=1)(=[O:21])[CH3:22], predict the reactants needed to synthesize it. The reactants are: [ClH:1].Cl.[C:3]([CH2:11][CH2:12][N:13]1[CH2:18][CH2:17][NH:16][CH2:15][CH2:14]1)(=[O:10])[C:4]1[CH:9]=[CH:8][CH:7]=[CH:6][CH:5]=1.[NH:19]([C:23]1[CH:30]=[CH:29][C:26]([CH2:27][Cl:28])=[CH:25][CH:24]=1)[C:20]([CH3:22])=[O:21].C([O-])([O-])=O.[K+].[K+]. (2) The reactants are: [Cl:1][C:2]1[CH:7]=[CH:6][C:5]([C@@H:8](O)[CH2:9][N:10]([CH2:14][CH2:15]O)[CH2:11][CH:12]=[CH2:13])=[CH:4][CH:3]=1.C(N(CC)CC)C.CS(Cl)(=O)=O.[CH2:30]([NH2:33])[CH:31]=[CH2:32].C(=O)([O-])[O-].[Na+].[Na+]. Given the product [Cl:1][C:2]1[CH:7]=[CH:6][C:5]([C@@H:8]2[CH2:9][N:10]([CH2:11][CH:12]=[CH2:13])[CH2:14][CH2:15][N:33]2[CH2:30][CH:31]=[CH2:32])=[CH:4][CH:3]=1, predict the reactants needed to synthesize it.